This data is from Full USPTO retrosynthesis dataset with 1.9M reactions from patents (1976-2016). The task is: Predict the reactants needed to synthesize the given product. Given the product [F:19][C:20]1[C:21]([C:2]2[CH:7]=[N:6][CH:5]=[C:4]([NH:8][CH:9]([C:13]3[CH:18]=[CH:17][CH:16]=[CH:15][CH:14]=3)[C:10]([NH2:12])=[O:11])[CH:3]=2)=[CH:22][C:23]([O:26][CH3:27])=[N:24][CH:25]=1, predict the reactants needed to synthesize it. The reactants are: Br[C:2]1[CH:3]=[C:4]([NH:8][CH:9]([C:13]2[CH:18]=[CH:17][CH:16]=[CH:15][CH:14]=2)[C:10]([NH2:12])=[O:11])[CH:5]=[N:6][CH:7]=1.[F:19][C:20]1[C:21](B(O)O)=[CH:22][C:23]([O:26][CH3:27])=[N:24][CH:25]=1.C([O-])([O-])=O.[K+].[K+].